Task: Predict the product of the given reaction.. Dataset: Forward reaction prediction with 1.9M reactions from USPTO patents (1976-2016) Given the reactants [Br:1][C:2]1[CH:3]=[C:4]([N:10]2[C:14]3=[N:15][CH:16]=[CH:17][CH:18]=[C:13]3[C:12]([C:19]([O:21][CH3:22])=[O:20])=[N:11]2)[CH:5]=[C:6]([CH2:8]Cl)[CH:7]=1.[CH3:23][N:24](C)C=O, predict the reaction product. The product is: [Br:1][C:2]1[CH:3]=[C:4]([N:10]2[C:14]3=[N:15][CH:16]=[CH:17][CH:18]=[C:13]3[C:12]([C:19]([O:21][CH3:22])=[O:20])=[N:11]2)[CH:5]=[C:6]([CH2:8][C:23]#[N:24])[CH:7]=1.